From a dataset of Forward reaction prediction with 1.9M reactions from USPTO patents (1976-2016). Predict the product of the given reaction. (1) Given the reactants [NH:1]1[C:9]2[C:4](=[CH:5][CH:6]=[CH:7][CH:8]=2)[CH:3]=[CH:2]1.[Cl:10][CH2:11][CH2:12][CH2:13][CH2:14][C:15](Cl)=[O:16], predict the reaction product. The product is: [Cl:10][CH2:11][CH2:12][CH2:13][CH2:14][C:15]([C:3]1[C:4]2[C:9](=[CH:8][CH:7]=[CH:6][CH:5]=2)[NH:1][CH:2]=1)=[O:16]. (2) The product is: [CH3:4][CH:3]([CH3:5])[CH2:2][C:1]([NH:8][C:9]1[C:10]([C:19]([NH2:21])=[O:20])=[N:11][C:12]2[C:17]([N:18]=1)=[CH:16][CH:15]=[CH:14][CH:13]=2)=[O:6]. Given the reactants [C:1](Cl)(=[O:6])[CH2:2][CH:3]([CH3:5])[CH3:4].[NH2:8][C:9]1[C:10]([C:19]([NH2:21])=[O:20])=[N:11][C:12]2[C:17]([N:18]=1)=[CH:16][CH:15]=[CH:14][CH:13]=2.C(N(CC)CC)C, predict the reaction product. (3) Given the reactants [Br:1][C:2]1[S:6][C:5]([CH:7]=[O:8])=[CH:4][CH:3]=1.[F:9][C:10]1[CH:15]=[CH:14][C:13]([Mg]Br)=[CH:12][CH:11]=1, predict the reaction product. The product is: [Br:1][C:2]1[S:6][C:5]([CH:7]([C:13]2[CH:14]=[CH:15][C:10]([F:9])=[CH:11][CH:12]=2)[OH:8])=[CH:4][CH:3]=1. (4) Given the reactants Br[C:2]1[CH:3]=[C:4]([C:9]2[NH:10][C:11]3[C:12]([N:17]=2)=[N:13][CH:14]=[CH:15][CH:16]=3)[C:5]([NH2:8])=[N:6][CH:7]=1.[CH3:18][N:19]1[CH:23]=[C:22](B2OC(C)(C)C(C)(C)O2)[CH:21]=[N:20]1.C(=O)([O-])[O-].[Na+].[Na+], predict the reaction product. The product is: [NH:10]1[C:11]2[C:12](=[N:13][CH:14]=[CH:15][CH:16]=2)[N:17]=[C:9]1[C:4]1[C:5]([NH2:8])=[N:6][CH:7]=[C:2]([C:22]2[CH:21]=[N:20][N:19]([CH3:18])[CH:23]=2)[CH:3]=1. (5) Given the reactants [Cl:1][C:2]1[CH:7]=[CH:6][C:5](B2OC(C)(C)C(C)(C)O2)=[CH:4][N:3]=1.[O-]P([O-])([O-])=O.[K+].[K+].[K+].C(Cl)Cl.[CH3:28][O:29][C:30]([CH:32]1[CH2:37][CH2:36][CH:35]([C:38]2[CH:43]=[C:42]([N:44]([CH2:53][O:54][CH2:55][CH2:56][Si:57]([CH3:60])([CH3:59])[CH3:58])[CH2:45][O:46][CH2:47][CH2:48][Si:49]([CH3:52])([CH3:51])[CH3:50])[N:41]3[N:61]=[CH:62][C:63](I)=[C:40]3[N:39]=2)[CH2:34][CH2:33]1)=[O:31], predict the reaction product. The product is: [CH3:51][Si:49]([CH3:50])([CH3:52])[CH2:48][CH2:47][O:46][CH2:45][N:44]([CH2:53][O:54][CH2:55][CH2:56][Si:57]([CH3:60])([CH3:59])[CH3:58])[C:42]1[N:41]2[N:61]=[CH:62][C:63]([C:5]3[CH:4]=[N:3][C:2]([Cl:1])=[CH:7][CH:6]=3)=[C:40]2[N:39]=[C:38]([CH:35]2[CH2:36][CH2:37][CH:32]([C:30]([O:29][CH3:28])=[O:31])[CH2:33][CH2:34]2)[CH:43]=1. (6) Given the reactants [Cl:1][C:2]1[CH:23]=[N:22][CH:21]=[C:20]([Cl:24])[C:3]=1[C:4]([NH:6][C:7]1[CH:19]=[CH:18][C:10]([CH2:11][C@@H:12]([C:14]([O:16][CH3:17])=[O:15])[NH2:13])=[CH:9][CH:8]=1)=[O:5].Cl, predict the reaction product. The product is: [ClH:1].[Cl:24][C:20]1[CH:21]=[N:22][CH:23]=[C:2]([Cl:1])[C:3]=1[C:4]([NH:6][C:7]1[CH:19]=[CH:18][C:10]([CH2:11][C@@H:12]([C:14]([O:16][CH3:17])=[O:15])[NH2:13])=[CH:9][CH:8]=1)=[O:5]. (7) Given the reactants Cl.[NH2:2][CH2:3][C:4]([NH2:6])=[O:5].[OH-].[K+].[Br:9][C:10]1[CH:17]=[CH:16][C:13]([CH:14]=O)=[CH:12][CH:11]=1.C(O[BH-](OC(=O)C)OC(=O)C)(=O)C.[Na+], predict the reaction product. The product is: [Br:9][C:10]1[CH:17]=[CH:16][C:13]([CH2:14][NH:2][CH2:3][C:4]([NH2:6])=[O:5])=[CH:12][CH:11]=1. (8) Given the reactants [C:1]([O:5][C:6](=[O:32])[CH2:7][CH2:8][CH2:9][CH2:10][C:11]1[N:12]([C:25]2[CH:30]=[CH:29][C:28]([F:31])=[CH:27][CH:26]=2)[C:13](=[O:24])[C:14]2[C:19]([CH:20]=1)=[CH:18][C:17]([C:21](O)=[O:22])=[CH:16][CH:15]=2)([CH3:4])([CH3:3])[CH3:2].[CH:33]1[CH:34]=[CH:35][C:36]2N(O)N=[N:39][C:37]=2[CH:38]=1.O.CCN=C=NCCCN(C)C.[CH3:55][CH2:56][N:57](C(C)C)[CH:58]([CH3:60])[CH3:59].[F:64]C1C=CC(N2CCN[C@H](C)C2)=CC=1.C[C@@H]1CNCCN1C(OC(C)(C)C)=O.FC1C=CC(I)=CC=1.C(O)(C(F)(F)F)=O, predict the reaction product. The product is: [F:31][C:28]1[CH:29]=[CH:30][C:25]([N:12]2[C:11]([CH2:10][CH2:9][CH2:8][CH2:7][C:6]([O:5][C:1]([CH3:3])([CH3:4])[CH3:2])=[O:32])=[CH:20][C:19]3[C:14](=[CH:15][CH:16]=[C:17]([C:21]([N:57]4[CH2:56][CH2:55][N:39]([C:37]5[CH:38]=[CH:33][C:34]([F:64])=[CH:35][CH:36]=5)[CH2:59][C@H:58]4[CH3:60])=[O:22])[CH:18]=3)[C:13]2=[O:24])=[CH:26][CH:27]=1. (9) Given the reactants C(O[C:4]([C:6]1[CH:10]=[C:9]([CH2:11][CH2:12][O:13][CH2:14][C:15]2[CH:20]=[CH:19][CH:18]=[CH:17][CH:16]=2)[N:8]([C:21]2[CH:26]=[CH:25][C:24]([F:27])=[CH:23][C:22]=2[C:28]([F:31])([F:30])[F:29])[C:7]=1[CH3:32])=[O:5])C.[CH3:33][S:34]([C:37]1[CH:43]=[CH:42][C:40]([NH2:41])=[CH:39][CH:38]=1)(=[O:36])=[O:35].C[Al](C)C, predict the reaction product. The product is: [CH2:14]([O:13][CH2:12][CH2:11][C:9]1[N:8]([C:21]2[CH:26]=[CH:25][C:24]([F:27])=[CH:23][C:22]=2[C:28]([F:29])([F:31])[F:30])[C:7]([CH3:32])=[C:6]([C:4]([NH:41][C:40]2[CH:39]=[CH:38][C:37]([S:34]([CH3:33])(=[O:36])=[O:35])=[CH:43][CH:42]=2)=[O:5])[CH:10]=1)[C:15]1[CH:20]=[CH:19][CH:18]=[CH:17][CH:16]=1.